Task: Regression. Given a peptide amino acid sequence and an MHC pseudo amino acid sequence, predict their binding affinity value. This is MHC class II binding data.. Dataset: Peptide-MHC class II binding affinity with 134,281 pairs from IEDB The peptide sequence is YTTEGGTKGEAKDVI. The MHC is DRB3_0202 with pseudo-sequence DRB3_0202. The binding affinity (normalized) is 0.